From a dataset of Forward reaction prediction with 1.9M reactions from USPTO patents (1976-2016). Predict the product of the given reaction. (1) Given the reactants [CH3:1][O:2][C:3]1[CH:21]=[CH:20][C:6]([CH2:7][N:8]2[CH:12]=[CH:11][CH:10]=[C:9]2/[CH:13]=[CH:14]/[C:15]([O:17]CC)=[O:16])=[CH:5][CH:4]=1.[OH-].[Na+], predict the reaction product. The product is: [CH3:1][O:2][C:3]1[CH:21]=[CH:20][C:6]([CH2:7][N:8]2[CH:12]=[CH:11][CH:10]=[C:9]2/[CH:13]=[CH:14]/[C:15]([OH:17])=[O:16])=[CH:5][CH:4]=1. (2) Given the reactants [F:1][C:2]1[CH:3]=[C:4]([C:8]2([CH2:14][CH2:15][N:16]3[C@H:21]4[CH2:22][CH2:23][C@@H:17]3[CH2:18][CH:19]([N:24]3[C:28]5[CH:29]=[CH:30][CH:31]=[CH:32][C:27]=5[N:26]=[C:25]3[CH3:33])[CH2:20]4)[CH2:13][CH2:12][NH:11][CH2:10][CH2:9]2)[CH:5]=[CH:6][CH:7]=1.[Cl:34][C:35]1[CH:43]=[C:42]([F:44])[C:41]([S:45]([NH:48][CH:49]2[CH2:51][CH2:50]2)(=[O:47])=[O:46])=[CH:40][C:36]=1[C:37](O)=[O:38].CN(C(ON1N=NC2C=CC=NC1=2)=[N+](C)C)C.F[P-](F)(F)(F)(F)F, predict the reaction product. The product is: [Cl:34][C:35]1[C:36]([C:37]([N:11]2[CH2:10][CH2:9][C:8]([C:4]3[CH:5]=[CH:6][CH:7]=[C:2]([F:1])[CH:3]=3)([CH2:14][CH2:15][N:16]3[C@H:21]4[CH2:22][CH2:23][C@@H:17]3[CH2:18][CH:19]([N:24]3[C:28]5[CH:29]=[CH:30][CH:31]=[CH:32][C:27]=5[N:26]=[C:25]3[CH3:33])[CH2:20]4)[CH2:13][CH2:12]2)=[O:38])=[CH:40][C:41]([S:45]([NH:48][CH:49]2[CH2:51][CH2:50]2)(=[O:46])=[O:47])=[C:42]([F:44])[CH:43]=1. (3) Given the reactants [Cl:1][C:2]1[CH:7]=[C:6]([CH3:8])[CH:5]=[C:4]([CH3:9])[C:3]=1[N:10]1[CH2:15][CH2:14][CH2:13][C:12]2=[C:16]([NH2:20])[N:17]([CH3:19])[N:18]=[C:11]12.[CH:21](=O)[CH2:22][CH3:23].C(O[BH-](O[C:35](=O)[CH3:36])OC(=O)C)(=O)C.[Na+].Cl[CH:40](Cl)C, predict the reaction product. The product is: [Cl:1][C:2]1[CH:7]=[C:6]([CH3:8])[CH:5]=[C:4]([CH3:9])[C:3]=1[N:10]1[CH2:15][CH2:14][CH2:13][C:12]2=[C:16]([N:20]([CH2:40][CH2:35][CH3:36])[CH2:21][CH2:22][CH3:23])[N:17]([CH3:19])[N:18]=[C:11]12. (4) Given the reactants Br[CH2:2][C:3]1[CH:4]=[C:5]([CH:10]=[C:11]([C:13]([C:16]#[N:17])([CH3:15])[CH3:14])[CH:12]=1)[C:6]([O:8][CH3:9])=[O:7].[S:18]([O-:21])([O-:20])=[O:19].[Na+:22].[Na+], predict the reaction product. The product is: [C:16]([C:13]([C:11]1[CH:12]=[C:3]([CH2:2][S:18]([O-:21])(=[O:20])=[O:19])[CH:4]=[C:5]([C:6]([O:8][CH3:9])=[O:7])[CH:10]=1)([CH3:15])[CH3:14])#[N:17].[Na+:22]. (5) Given the reactants [Cl:1][C:2]1[CH:3]=[N:4][C:5]([N:11]2[CH2:14][C:13]([C:16]3[CH:21]=[CH:20][C:19]([F:22])=[CH:18][CH:17]=3)([OH:15])[CH2:12]2)=[C:6]([CH:10]=1)[C:7](O)=[O:8].Cl.[NH2:24][C:25]1([C:28]2[CH:37]=[CH:36][C:31]([C:32]([O:34][CH3:35])=[O:33])=[CH:30][CH:29]=2)[CH2:27][CH2:26]1, predict the reaction product. The product is: [Cl:1][C:2]1[CH:3]=[N:4][C:5]([N:11]2[CH2:14][C:13]([C:16]3[CH:21]=[CH:20][C:19]([F:22])=[CH:18][CH:17]=3)([OH:15])[CH2:12]2)=[C:6]([CH:10]=1)[C:7]([NH:24][C:25]1([C:28]2[CH:37]=[CH:36][C:31]([C:32]([O:34][CH3:35])=[O:33])=[CH:30][CH:29]=2)[CH2:27][CH2:26]1)=[O:8].